This data is from Volume of distribution at steady state (VDss) regression data from Lombardo et al.. The task is: Regression/Classification. Given a drug SMILES string, predict its absorption, distribution, metabolism, or excretion properties. Task type varies by dataset: regression for continuous measurements (e.g., permeability, clearance, half-life) or binary classification for categorical outcomes (e.g., BBB penetration, CYP inhibition). For this dataset (vdss_lombardo), we predict log10(VDss) (log10 of volume of distribution in L/kg). (1) The log10(VDss) is -0.890. The compound is CNC1C(O)C([NH2+]C)C2OC3(O)C(=O)CC(C)OC3OC2C1O. (2) The drug is [NH3+]CC1(CC(=O)[O-])CCCCC1. The log10(VDss) is -0.150. (3) The molecule is CCCCC/C=C/CCC(=O)NC1C(Oc2c3cc4cc2Oc2ccc(cc2Cl)C(OC2OC(CO)C(O)C(O)C2NC(C)=O)C2NC(=O)C(NC(=O)C4NC(=O)C4NC(=O)C(Cc5ccc(c(Cl)c5)O3)NC(=O)C(N)c3ccc(O)c(c3)Oc3cc(O)cc4c3)c3ccc(O)c(c3)-c3c(OC4OC(CO)C(O)C(O)C4O)cc(O)cc3C(C(=O)[O-])NC2=O)OC(CO)C(O)C1O. The log10(VDss) is -0.0400. (4) The drug is CC[NH+](CC)CCOC(=O)C(Cc1cccc2ccccc12)CC1CCCO1. The log10(VDss) is -0.0100. (5) The log10(VDss) is -0.0800. The compound is N#Cc1ccc2c(c1)CN(S(=O)(=O)c1cccs1)C(Cc1ccccc1)CN2Cc1cnc[nH]1. (6) The compound is CO[C@@]1(NC(=O)[C@H](C(=O)O)c2ccsc2)C(=O)N2[C@@H](C(=O)O)C(C)(C)S[C@@H]21. The log10(VDss) is -0.960. (7) The compound is C[N+]1(CC2CC2)[C@H]2C[C@H](OC(=O)[C@H](CO)c3ccccc3)C[C@@H]1[C@H]1O[C@@H]21. The log10(VDss) is 0.0500. (8) The compound is CC1/C=C\C=C/C=C\C=C/C=C\C=C/C=C\C(OC2OC(C)C(O)C([NH3+])C2O)CC2OC(O)(CC(O)CC(O)C(O)CCC(O)CC(O)CC(=O)OC(C)C(C)C1O)CC(O)C2C(=O)[O-]. The log10(VDss) is -0.210. (9) The drug is Cn1cc(NC(=O)Nc2cc(C(=O)Nc3cc(C(=O)Nc4ccc5cc(S(=O)(=O)[O-])cc(S(=O)(=O)[O-])c5c4)n(C)c3)n(C)c2)cc1C(=O)Nc1cc(C(=O)Nc2ccc3cc(S(=O)(=O)[O-])cc(S(=O)(=O)[O-])c3c2)n(C)c1. The log10(VDss) is -0.570.